This data is from Full USPTO retrosynthesis dataset with 1.9M reactions from patents (1976-2016). The task is: Predict the reactants needed to synthesize the given product. (1) Given the product [CH:30]1([O:29][C:27](=[O:28])[N:19]([C:18]2[N:10]([C:7]3[CH:8]=[CH:9][C:4]([Cl:3])=[CH:5][CH:6]=3)[N:11]=[C:12]3[C:17]=2[CH:16]=[CH:15][CH:14]=[CH:13]3)[CH:20]2[CH2:25][CH2:24][CH2:23][CH2:22][CH2:21]2)[CH2:35][CH2:34][CH2:33][CH2:32][CH2:31]1, predict the reactants needed to synthesize it. The reactants are: [H-].[Na+].[Cl:3][C:4]1[CH:9]=[CH:8][C:7]([N:10]2[C:18]([NH:19][CH:20]3[CH2:25][CH2:24][CH2:23][CH2:22][CH2:21]3)=[C:17]3[C:12]([CH:13]=[CH:14][CH:15]=[CH:16]3)=[N:11]2)=[CH:6][CH:5]=1.Cl[C:27]([O:29][CH:30]1[CH2:35][CH2:34][CH2:33][CH2:32][CH2:31]1)=[O:28].C(OC(C)=O)(C)C.[Cl-].[Na+].O. (2) Given the product [Br:19][C:7]1[C:8]2[C:3](=[C:2]([F:1])[CH:11]=[CH:10][CH:9]=2)[CH2:4][CH2:5][C:6]=1[CH:15]=[O:16], predict the reactants needed to synthesize it. The reactants are: [F:1][C:2]1[CH:11]=[CH:10][CH:9]=[C:8]2[C:3]=1[CH2:4][CH2:5][CH2:6][C:7]2=O.CN(C)[CH:15]=[O:16].P(Br)(Br)[Br:19]. (3) Given the product [CH2:3]([C@:5]1([C:11]([N:13]2[CH2:18][CH2:17][N:16]([C:19]3[CH:24]=[C:23]([C:25]([F:28])([F:27])[F:26])[CH:22]=[CH:21][N:20]=3)[CH2:15][CH2:14]2)=[O:12])[CH2:9][CH2:8][C@H:7]([NH:10][CH:35]2[CH2:34][CH2:33][O:32][CH2:31][CH:30]2[CH3:29])[CH2:6]1)[CH3:4], predict the reactants needed to synthesize it. The reactants are: Cl.Cl.[CH2:3]([C@:5]1([C:11]([N:13]2[CH2:18][CH2:17][N:16]([C:19]3[CH:24]=[C:23]([C:25]([F:28])([F:27])[F:26])[CH:22]=[CH:21][N:20]=3)[CH2:15][CH2:14]2)=[O:12])[CH2:9][CH2:8][C@H:7]([NH2:10])[CH2:6]1)[CH3:4].[CH3:29][CH:30]1[C:35](=O)[CH2:34][CH2:33][O:32][CH2:31]1.C(N(CC)CC)C.C(O[BH-](OC(=O)C)OC(=O)C)(=O)C.[Na+]. (4) The reactants are: [Cl:1][C:2]1(N)[CH:10]=[C:9](I)[C:5]2[O:6][CH2:7][O:8][C:4]=2[CH2:3]1.[CH3:13][N:14]([CH3:21])[C:15]([NH:17][CH2:18][C:19]#[CH:20])=[O:16].C([NH:25]C(C)C)(C)C. Given the product [NH2:25][C:3]1[C:4]2[O:8][CH2:7][O:6][C:5]=2[C:9]([C:20]#[C:19][CH2:18][NH:17][C:15](=[O:16])[N:14]([CH3:21])[CH3:13])=[CH:10][C:2]=1[Cl:1], predict the reactants needed to synthesize it. (5) The reactants are: [CH:1]([C:3]1[CH:12]=[CH:11][C:6]([C:7]([O:9][CH3:10])=[O:8])=[CH:5][CH:4]=1)=[O:2].[CH2:13](O)CO.C1(C)C=CC(S(O)(=O)=O)=CC=1.[H-].COCCO[Al+]OCCOC.[Na+].[H-].C(C(C(C([O-])=O)O)O)([O-])=O.[Na+].[K+]. Given the product [O:9]1[CH2:10][CH2:13][O:8][CH:7]1[C:6]1[CH:11]=[CH:12][C:3]([CH2:1][OH:2])=[CH:4][CH:5]=1, predict the reactants needed to synthesize it.